This data is from NCI-60 drug combinations with 297,098 pairs across 59 cell lines. The task is: Regression. Given two drug SMILES strings and cell line genomic features, predict the synergy score measuring deviation from expected non-interaction effect. Drug 1: CC1=C(C=C(C=C1)NC2=NC=CC(=N2)N(C)C3=CC4=NN(C(=C4C=C3)C)C)S(=O)(=O)N.Cl. Drug 2: CC1C(C(CC(O1)OC2CC(OC(C2O)C)OC3=CC4=CC5=C(C(=O)C(C(C5)C(C(=O)C(C(C)O)O)OC)OC6CC(C(C(O6)C)O)OC7CC(C(C(O7)C)O)OC8CC(C(C(O8)C)O)(C)O)C(=C4C(=C3C)O)O)O)O. Cell line: NCI-H522. Synergy scores: CSS=17.5, Synergy_ZIP=3.83, Synergy_Bliss=9.60, Synergy_Loewe=10.9, Synergy_HSA=9.89.